Dataset: Reaction yield outcomes from USPTO patents with 853,638 reactions. Task: Predict the reaction yield, written as a fraction of the theoretical maximum amount of product (1.0 means a 100% yield; for example, 0.34 means a 34% yield). (1) The reactants are [C:1]1([N:7]2[C:19]3[CH:18]=[CH:17][CH:16]=[CH:15][C:14]=3[C:13]3[C:8]2=[CH:9][CH:10]=[CH:11][CH:12]=3)[CH:6]=[CH:5][CH:4]=[CH:3][CH:2]=1.[Br:20]N1C(=O)CCC1=O. The catalyst is C(O)(=O)C. The product is [Br:20][C:16]1[CH:17]=[CH:18][C:19]2[N:7]([C:1]3[CH:2]=[CH:3][CH:4]=[CH:5][CH:6]=3)[C:8]3[C:13]([C:14]=2[CH:15]=1)=[CH:12][CH:11]=[CH:10][CH:9]=3. The yield is 0.880. (2) The reactants are Cl.[S:2]1[CH2:6][CH2:5][NH:4][CH:3]1[C:7]([O:9][CH3:10])=[O:8].[N+:11]([C:14]1[CH:22]=[CH:21][C:17]([C:18](Cl)=[O:19])=[CH:16][CH:15]=1)([O-:13])=[O:12]. The catalyst is C(Cl)Cl.CN(C1C=CN=CC=1)C. The product is [N+:11]([C:14]1[CH:15]=[CH:16][C:17]([C:18]([N:4]2[CH2:5][CH2:6][S:2][CH:3]2[C:7]([O:9][CH3:10])=[O:8])=[O:19])=[CH:21][CH:22]=1)([O-:13])=[O:12]. The yield is 0.680.